Dataset: Peptide-MHC class I binding affinity with 185,985 pairs from IEDB/IMGT. Task: Regression. Given a peptide amino acid sequence and an MHC pseudo amino acid sequence, predict their binding affinity value. This is MHC class I binding data. The peptide sequence is WFVERNMVI. The MHC is HLA-A23:01 with pseudo-sequence HLA-A23:01. The binding affinity (normalized) is 0.461.